From a dataset of Forward reaction prediction with 1.9M reactions from USPTO patents (1976-2016). Predict the product of the given reaction. (1) Given the reactants [F:1][C:2]1[CH:7]=[CH:6][C:5]([NH:8][C:9]([N:11]2[CH2:15][CH2:14][CH2:13][CH2:12]2)=[O:10])=[CH:4][C:3]=1[C:16]1[N:17]=[C:18]2[N:23]=[CH:22][C:21]([NH:24][C:25](=O)[O:26]C(C)(C)C)=[CH:20][N:19]2[CH:32]=1.[F:33][C:34]([F:39])([F:38])C(O)=O, predict the reaction product. The product is: [F:1][C:2]1[CH:7]=[CH:6][C:5]([NH:8][C:9]([N:11]2[CH2:12][CH2:13][CH2:14][CH2:15]2)=[O:10])=[CH:4][C:3]=1[C:16]1[N:17]=[C:18]2[N:23]=[CH:22][C:21]([NH:24][C:25](=[O:26])[C:34]([F:39])([F:38])[F:33])=[CH:20][N:19]2[CH:32]=1. (2) The product is: [C:9]1([CH2:8][N:7]2[CH2:6][CH2:5][N:4]3[CH2:16][CH2:17][CH2:18][C:3]3([CH2:19][OH:20])[CH2:2]2)[CH:10]=[CH:11][CH:12]=[CH:13][CH:14]=1. Given the reactants O=[C:2]1[N:7]([CH2:8][C:9]2[CH:14]=[CH:13][CH:12]=[CH:11][CH:10]=2)[CH2:6][C:5](=O)[N:4]2[CH2:16][CH2:17][CH2:18][C:3]12[C:19](OCC)=[O:20].[H-].[Al+3].[Li+].[H-].[H-].[H-].O.[OH-].[Na+], predict the reaction product. (3) Given the reactants [C:1]([OH:18])(=[O:17])[CH2:2][CH2:3][CH2:4][CH2:5][CH2:6][CH2:7][C:8]([NH:10][C:11]1[CH:16]=[CH:15][CH:14]=[CH:13][CH:12]=1)=[O:9].ON1C2C=CC=CC=2N=N1.Cl.CN(C)CCCN=C=NCC.[CH:41]1[CH:46]=[CH:45][C:44]([NH:47][C:48]([CH2:50][CH2:51][CH2:52][CH2:53][CH2:54][CH2:55][C:56]([NH:58]O)=[O:57])=[O:49])=[CH:43][CH:42]=1, predict the reaction product. The product is: [C:11]1([NH:10][C:8]([CH2:7][CH2:6][CH2:5][CH2:4][CH2:3][CH2:2][C:1]([O:18][NH:58][C:56](=[O:57])[CH2:55][CH2:54][CH2:53][CH2:52][CH2:51][CH2:50][C:48]([NH:47][C:44]2[CH:45]=[CH:46][CH:41]=[CH:42][CH:43]=2)=[O:49])=[O:17])=[O:9])[CH:12]=[CH:13][CH:14]=[CH:15][CH:16]=1. (4) The product is: [Cl:7][C:8]1[C:12]([CH2:13][O:14][C:15]2[C:20]([F:21])=[CH:19][C:18]([CH2:22][CH2:23][CH2:24][OH:25])=[C:17]([F:29])[C:16]=2[F:30])=[C:11]([C:31]2[CH:32]=[CH:33][C:34]([CH2:37][CH3:38])=[CH:35][CH:36]=2)[S:10][N:9]=1. Given the reactants [H-].[H-].[H-].[H-].[Li+].[Al+3].[Cl:7][C:8]1[C:12]([CH2:13][O:14][C:15]2[C:20]([F:21])=[CH:19][C:18]([CH2:22][CH2:23][C:24](OCC)=[O:25])=[C:17]([F:29])[C:16]=2[F:30])=[C:11]([C:31]2[CH:36]=[CH:35][C:34]([CH2:37][CH3:38])=[CH:33][CH:32]=2)[S:10][N:9]=1, predict the reaction product.